Dataset: Forward reaction prediction with 1.9M reactions from USPTO patents (1976-2016). Task: Predict the product of the given reaction. (1) Given the reactants [CH3:1][C:2]1[O:6][C:5]([C:7]2[CH:12]=[CH:11][CH:10]=[CH:9][CH:8]=2)=[N:4][C:3]=1[CH2:13][O:14][C:15]1[CH:16]=[C:17]([CH2:21][O:22][C:23]2[CH:28]=[CH:27][C:26]([CH2:29][C:30]([O:32]C)=[O:31])=[CH:25][CH:24]=2)[CH:18]=[N:19][CH:20]=1.O1CCCC1.[OH-].[Na+].Cl, predict the reaction product. The product is: [CH3:1][C:2]1[O:6][C:5]([C:7]2[CH:8]=[CH:9][CH:10]=[CH:11][CH:12]=2)=[N:4][C:3]=1[CH2:13][O:14][C:15]1[CH:16]=[C:17]([CH2:21][O:22][C:23]2[CH:24]=[CH:25][C:26]([CH2:29][C:30]([OH:32])=[O:31])=[CH:27][CH:28]=2)[CH:18]=[N:19][CH:20]=1. (2) Given the reactants [CH2:1]([O:3][C:4]([C:6]1[NH:7][C:8]([C:12]2[C:13]([O:19]C)=[N:14][CH:15]=[CH:16][C:17]=2I)=[N:9][C:10]=1[CH3:11])=[O:5])[CH3:2].Cl.C(N(CC)CC)C.[NH2:29][CH2:30][C@H:31]([C:33]1[CH:38]=[CH:37][CH:36]=[C:35]([Cl:39])[CH:34]=1)[OH:32], predict the reaction product. The product is: [CH2:1]([O:3][C:4]([C:6]1[NH:7][C:8]([C:12]2[C:13](=[O:19])[NH:14][CH:15]=[CH:16][C:17]=2[NH:29][CH2:30][CH:31]([C:33]2[CH:38]=[CH:37][CH:36]=[C:35]([Cl:39])[CH:34]=2)[OH:32])=[N:9][C:10]=1[CH3:11])=[O:5])[CH3:2].